The task is: Predict the reactants needed to synthesize the given product.. This data is from Full USPTO retrosynthesis dataset with 1.9M reactions from patents (1976-2016). (1) Given the product [CH:22]([C:20]1[CH:19]=[CH:18][C:17]([O:25][CH3:26])=[C:16]([C:7]2[CH:8]=[CH:9][C:10]([C:12]([F:15])([F:14])[F:13])=[CH:11][C:6]=2[CH2:5][N:4]([CH2:27][C:28]2[CH:29]=[C:30]([CH:31]=[C:32]([C:34]([F:37])([F:36])[F:35])[CH:33]=2)[C:38]([OH:46])=[O:39])[C:3]([O:2][CH3:1])=[O:40])[CH:21]=1)([CH3:24])[CH3:23], predict the reactants needed to synthesize it. The reactants are: [CH3:1][O:2][C:3](=[O:40])[N:4]([CH2:27][C:28]1[CH:33]=[C:32]([C:34]([F:37])([F:36])[F:35])[CH:31]=[C:30]([CH:38]=[O:39])[CH:29]=1)[CH2:5][C:6]1[CH:11]=[C:10]([C:12]([F:15])([F:14])[F:13])[CH:9]=[CH:8][C:7]=1[C:16]1[CH:21]=[C:20]([CH:22]([CH3:24])[CH3:23])[CH:19]=[CH:18][C:17]=1[O:25][CH3:26].CC(=CC)C.[O-:46]Cl=O.[Na+].Cl. (2) Given the product [NH:17]1[C:12]2[CH:13]=[CH:14][CH:15]=[CH:16][C:11]=2[N:18]=[C:8]1[C:5]1[N:6]=[N:7][C:2]([OH:20])=[CH:3][CH:4]=1, predict the reactants needed to synthesize it. The reactants are: Cl[C:2]1[N:7]=[N:6][C:5]([C:8](O)=O)=[CH:4][CH:3]=1.[C:11]1([NH2:18])[CH:16]=[CH:15][CH:14]=[CH:13][C:12]=1[NH2:17].C([O-])(O)=[O:20].[Na+]. (3) Given the product [NH2:1][C:2]1[N:7]([CH3:8])[C:6](=[O:9])[N:5]([CH3:10])[C:4](=[O:11])[C:3]=1[N:12]=[O:13], predict the reactants needed to synthesize it. The reactants are: [NH2:1][C:2]1[N:7]([CH3:8])[C:6](=[O:9])[N:5]([CH3:10])[C:4](=[O:11])[CH:3]=1.[N:12]([O-])=[O:13].[Na+]. (4) The reactants are: [F:1][C:2]([F:21])([C:14]1[CH:19]=[CH:18][C:17]([F:20])=[CH:16][N:15]=1)[C:3]1[N:12]=[C:11](O)[C:10]2[C:5](=[CH:6][CH:7]=[CH:8][CH:9]=2)[N:4]=1.P(Cl)(Cl)([Cl:24])=O. Given the product [Cl:24][C:11]1[C:10]2[C:5](=[CH:6][CH:7]=[CH:8][CH:9]=2)[N:4]=[C:3]([C:2]([F:21])([F:1])[C:14]2[CH:19]=[CH:18][C:17]([F:20])=[CH:16][N:15]=2)[N:12]=1, predict the reactants needed to synthesize it. (5) Given the product [ClH:16].[Cl:16][C:17]1[N:21]2[CH:22]=[CH:23][C:24]([CH:26]3[CH2:31][CH2:30][NH:29][CH2:28][CH2:27]3)=[CH:25][C:20]2=[CH:19][N:18]=1, predict the reactants needed to synthesize it. The reactants are: Cl.N1CCC(C2C=CC(C#N)=CC=2)CC1.[Cl:16][C:17]1[N:21]2[CH:22]=[CH:23][C:24]([CH:26]3[CH2:31][CH2:30][N:29](C(OC(C)(C)C)=O)[CH2:28][CH2:27]3)=[CH:25][C:20]2=[CH:19][N:18]=1.C(C1C=CC(C2CCN(C(OC(C)(C)C)=O)CC2)=CC=1)#N. (6) Given the product [C:1]([O:5][C:6](=[O:20])[CH2:7][O:8][C:9]1[CH:14]=[CH:13][C:12]([S:15][CH2:16][C:17]#[C:18][C:25]2[CH:26]=[CH:27][C:22]([Cl:21])=[CH:23][CH:24]=2)=[CH:11][C:10]=1[CH3:19])([CH3:4])([CH3:3])[CH3:2], predict the reactants needed to synthesize it. The reactants are: [C:1]([O:5][C:6](=[O:20])[CH2:7][O:8][C:9]1[CH:14]=[CH:13][C:12]([S:15][CH2:16][C:17]#[CH:18])=[CH:11][C:10]=1[CH3:19])([CH3:4])([CH3:3])[CH3:2].[Cl:21][C:22]1[CH:27]=[CH:26][C:25](I)=[CH:24][CH:23]=1. (7) Given the product [CH3:11][CH2:10][CH2:9][CH2:8][CH:7]([C:6]([OH:5])=[O:15])[CH2:12][CH3:13], predict the reactants needed to synthesize it. The reactants are: C([O:5][CH2:6][CH:7]([CH2:12][CH3:13])[CH2:8][CH2:9][CH2:10][CH3:11])(=O)C=C.C(=O)([O-])[O-:15].[Cs+].[Cs+].